From a dataset of Experimentally validated miRNA-target interactions with 360,000+ pairs, plus equal number of negative samples. Binary Classification. Given a miRNA mature sequence and a target amino acid sequence, predict their likelihood of interaction. (1) The miRNA is bmo-miR-281-3p with sequence ACUGUCAUGGAGUUGCUCUCUU. The protein sequence of the target gene is MIEKMQGSRMDEQRCSFPPPLKTEEDYIPYPSVHEVLGREGPFPLILLPQFGGYWIEGTNHEISSLPETEPLQSPTTKVKLECNPTARIYRKHFLGKEHFNYYSLDTALGHLVFSLKYDVIGDQEHLRLLLRTKCRTHHDVIPISCLTEFPNVVQMAKLVCEDVNVDRFYPVLYPKASRLIVTFDEHVISNNFKFGVIYQKLGQTSEEELFSTNEESPAFVEFLEFLGQKVKLQDFKGFRGGLDVTHGQTGTESVYCNFRNKEIMFHVSTKLPYTEGDAQQLQRKRHIGNDIVAVVFQDE.... Result: 0 (no interaction). (2) The miRNA is hsa-miR-2467-3p with sequence AGCAGAGGCAGAGAGGCUCAGG. The protein sequence of the target gene is MVSGPLALRWCAWAGRGDMGPDMELPSHSKQLLLQLNQQRTKGFLCDVIIMVENSIFRAHKNVLAASSIYFKSLVLHDNLINLDTDMVSSTVFQQILDFIYTGKLLPSDQPAEPNFSTLLTAASYLQLPELAALCRRKLKRAGKPFGSGRAGSTGMGRPPRSQRLSTASVIQARYQGLVDGRKGAHAPQELPQAKGSDDELFLGGSNQDSVQGLGRAVCPAGGEAGLGGCSSSTNGSSGGCEQELGLDLSKKSPPLPPATPGPHLTPDDAAQLSDSQHGSPPAASAPPVANSASYSELGG.... Result: 1 (interaction).